This data is from Forward reaction prediction with 1.9M reactions from USPTO patents (1976-2016). The task is: Predict the product of the given reaction. (1) Given the reactants Br[C:2]1[CH:15]=[C:14]2[C:5]([C:6]3[CH:7]=[CH:8][C:9]([C:16]4[NH:20][C:19]([C@@H:21]5[C@@H:26]6[CH2:27][C@@H:23]([CH2:24][CH2:25]6)[N:22]5[C:28]([O:30][C:31]([CH3:34])([CH3:33])[CH3:32])=[O:29])=[N:18][CH:17]=4)=[CH:10][C:11]=3[CH2:12][CH2:13]2)=[CH:4][CH:3]=1.[B:35]1([B:35]2[O:39][C:38]([CH3:41])([CH3:40])[C:37]([CH3:43])([CH3:42])[O:36]2)[O:39][C:38]([CH3:41])([CH3:40])[C:37]([CH3:43])([CH3:42])[O:36]1.C([O-])(=O)C.[K+], predict the reaction product. The product is: [CH3:42][C:37]1([CH3:43])[C:38]([CH3:41])([CH3:40])[O:39][B:35]([C:2]2[CH:15]=[C:14]3[C:5]([C:6]4[CH:7]=[CH:8][C:9]([C:16]5[NH:20][C:19]([CH:21]6[CH:26]7[CH2:27][CH:23]([CH2:24][CH2:25]7)[N:22]6[C:28]([O:30][C:31]([CH3:34])([CH3:33])[CH3:32])=[O:29])=[N:18][CH:17]=5)=[CH:10][C:11]=4[CH2:12][CH2:13]3)=[CH:4][CH:3]=2)[O:36]1. (2) Given the reactants C([O-])(=O)C.[K+].C(OC(=O)C)(=O)C.O[CH:14]([CH:19]([CH:23]([CH3:25])[CH3:24])[CH2:20][CH:21]=[CH2:22])[CH2:15][C:16]([OH:18])=O, predict the reaction product. The product is: [CH:23]([C:19]1[CH2:20][C@@H:21]2[C@H:15]([CH:14]=1)[C:16](=[O:18])[CH2:22]2)([CH3:25])[CH3:24]. (3) The product is: [CH2:1]([N:3]1[C:7]2=[N:8][C:9]([CH2:48][CH3:49])=[C:10]([CH2:19][NH:20][C:21]([C:23]3[CH:28]=[CH:27][CH:26]=[C:25]([C:29]([NH:31][CH2:32][C:33]4[CH:34]=[C:35]([C:39]5[CH:44]=[CH:43][CH:42]=[C:41]([CH2:45][N:55]6[CH2:54][C@H:53]([CH3:57])[NH:52][C@H:51]([CH3:50])[CH2:56]6)[CH:40]=5)[CH:36]=[CH:37][CH:38]=4)=[O:30])[CH:24]=3)=[O:22])[C:11]([NH:12][CH:13]3[CH2:14][CH2:15][O:16][CH2:17][CH2:18]3)=[C:6]2[CH:5]=[N:4]1)[CH3:2]. Given the reactants [CH2:1]([N:3]1[C:7]2=[N:8][C:9]([CH2:48][CH3:49])=[C:10]([CH2:19][NH:20][C:21]([C:23]3[CH:28]=[CH:27][CH:26]=[C:25]([C:29]([NH:31][CH2:32][C:33]4[C:34](C)=[C:35]([C:39]5[CH:44]=[CH:43][CH:42]=[C:41]([CH:45]=O)[CH:40]=5)[CH:36]=[CH:37][CH:38]=4)=[O:30])[CH:24]=3)=[O:22])[C:11]([NH:12][CH:13]3[CH2:18][CH2:17][O:16][CH2:15][CH2:14]3)=[C:6]2[CH:5]=[N:4]1)[CH3:2].[CH3:50][C@@H:51]1[CH2:56][NH:55][CH2:54][C@H:53]([CH3:57])[NH:52]1.C(O[BH-](OC(=O)C)OC(=O)C)(=O)C.[Na+].CC(O)=O, predict the reaction product. (4) The product is: [CH3:1][C:2]1[CH:3]=[CH:4][N:5]2[C:10]=1[C:9](=[O:11])[N:8]([C:12]1[CH:13]=[CH:14][CH:15]=[CH:16][CH:17]=1)[C:7]([C@@H:18]([NH:20][C:21]1[C:22]3[C:29]([C:30]4[CH:35]=[CH:34][CH:33]=[C:32]([S:36]([N:39]5[CH2:40][CH2:41][O:42][CH2:43][CH2:44]5)(=[O:37])=[O:38])[CH:31]=4)=[CH:28][NH:27][C:23]=3[N:24]=[CH:25][N:26]=1)[CH3:19])=[N:6]2. Given the reactants [CH3:1][C:2]1[CH:3]=[CH:4][N:5]2[C:10]=1[C:9](=[O:11])[N:8]([C:12]1[CH:17]=[CH:16][CH:15]=[CH:14][CH:13]=1)[C:7]([C@@H:18]([NH:20][C:21]1[C:22]3[C:29]([C:30]4[CH:35]=[CH:34][CH:33]=[C:32]([S:36]([N:39]5[CH2:44][CH2:43][O:42][CH2:41][CH2:40]5)(=[O:38])=[O:37])[CH:31]=4)=[CH:28][N:27](COCC[Si](C)(C)C)[C:23]=3[N:24]=[CH:25][N:26]=1)[CH3:19])=[N:6]2.FC(F)(F)C(O)=O.N, predict the reaction product. (5) Given the reactants [F:1][C:2]([F:7])([F:6])[C:3]([CH3:5])=[CH2:4].C(=O)=O.Br[C:12]1[CH:22]=[CH:21][C:15]([C:16]([O:18][CH2:19][CH3:20])=[O:17])=[C:14]([CH3:23])[CH:13]=1.C1(C)C=CC=CC=1P(C1C=CC=CC=1C)C1C=CC=CC=1C.C(=O)([O-])[O-].[Cs+].[Cs+], predict the reaction product. The product is: [CH3:23][C:14]1[CH:13]=[C:12](/[CH:4]=[C:3](\[CH3:5])/[C:2]([F:7])([F:6])[F:1])[CH:22]=[CH:21][C:15]=1[C:16]([O:18][CH2:19][CH3:20])=[O:17]. (6) Given the reactants [NH2:1][C:2]1[N:7]=[C:6]([N:8]2[CH2:32][CH2:31][C:11]3([CH2:15][N:14](C(OCC4C=CC=CC=4)=O)[C@H:13]([C:26]([O:28]CC)=[O:27])[CH2:12]3)[CH2:10][CH2:9]2)[CH:5]=[C:4]([O:33][C@H:34]([C:39]2[CH:44]=[CH:43][C:42]([C:45]3[CH2:46][CH2:47][NH:48][CH2:49][CH:50]=3)=[CH:41][C:40]=2[N:51]2[CH:55]=[CH:54][C:53]([CH3:56])=[N:52]2)[C:35]([F:38])([F:37])[F:36])[N:3]=1.[Li+].[OH-], predict the reaction product. The product is: [NH2:1][C:2]1[N:7]=[C:6]([N:8]2[CH2:32][CH2:31][C:11]3([CH2:15][NH:14][C@H:13]([C:26]([OH:28])=[O:27])[CH2:12]3)[CH2:10][CH2:9]2)[CH:5]=[C:4]([O:33][C@H:34]([C:39]2[CH:44]=[CH:43][C:42]([CH:45]3[CH2:46][CH2:47][NH:48][CH2:49][CH2:50]3)=[CH:41][C:40]=2[N:51]2[CH:55]=[CH:54][C:53]([CH3:56])=[N:52]2)[C:35]([F:36])([F:38])[F:37])[N:3]=1. (7) Given the reactants [CH2:1]([O:8][C:9]1[C:10]([F:34])=[C:11]([CH:15]([C:27]2[C:32](Cl)=[N:31][CH:30]=[CH:29][N:28]=2)[N:16]2C(=O)[C:23]3[C:18](=[CH:19]C=C[CH:22]=3)[C:17]2=O)[CH:12]=[CH:13][CH:14]=1)C1C=CC=CC=1.[C:35]1(P([C:35]2[CH:40]=[CH:39][CH:38]=[CH:37][CH:36]=2)[C:35]2[CH:40]=[CH:39][CH:38]=[CH:37][CH:36]=2)[CH:40]=[CH:39][CH:38]=[CH:37][CH:36]=1.CCOC(/[N:59]=N/C(OCC)=O)=O.C(OC1C(F)=C(C(C2C(Cl)=NC=CN=2)O)C=CC=1)C1C=CC=CC=1.C1(=O)NC(=O)C2=CC=CC=C12, predict the reaction product. The product is: [NH2:59][C:32]1[C:27]2[N:28]([C:17]([CH:18]3[CH2:23][CH2:22][CH2:19]3)=[N:16][C:15]=2[C:11]2[CH:12]=[CH:13][CH:14]=[C:9]([O:8][CH2:1][C:35]3[CH:40]=[CH:39][CH:38]=[CH:37][CH:36]=3)[C:10]=2[F:34])[CH:29]=[CH:30][N:31]=1. (8) The product is: [F:1][C:2]1[CH:7]=[CH:6][C:5]([C@H:8]([CH2:18][CH3:19])[CH2:9][C@@:10]([C:13]([F:14])([F:15])[F:16])([OH:17])[CH:11]=[N:23][C:24]2[CH:33]=[C:32]([F:34])[CH:31]=[C:30]3[C:25]=2[CH:26]=[N:27][C:28]([CH3:35])=[N:29]3)=[C:4]([O:20][CH3:21])[C:3]=1[CH3:22]. Given the reactants [F:1][C:2]1[CH:7]=[CH:6][C:5]([C@H:8]([CH2:18][CH3:19])[CH2:9][C@:10]([OH:17])([C:13]([F:16])([F:15])[F:14])[CH:11]=O)=[C:4]([O:20][CH3:21])[C:3]=1[CH3:22].[NH2:23][C:24]1[CH:33]=[C:32]([F:34])[CH:31]=[C:30]2[C:25]=1[CH:26]=[N:27][C:28]([CH3:35])=[N:29]2, predict the reaction product.